This data is from Catalyst prediction with 721,799 reactions and 888 catalyst types from USPTO. The task is: Predict which catalyst facilitates the given reaction. (1) Reactant: N#N.C(OC([NH:10][CH:11]([CH2:15][C:16]1[CH:21]=[CH:20][C:19]([O:22][CH3:23])=[CH:18][CH:17]=1)[C:12]([OH:14])=[O:13])=O)(C)(C)C.[ClH:24]. Product: [ClH:24].[NH2:10][CH:11]([CH2:15][C:16]1[CH:17]=[CH:18][C:19]([O:22][CH3:23])=[CH:20][CH:21]=1)[C:12]([OH:14])=[O:13]. The catalyst class is: 12. (2) Reactant: C(N(CC)CC)C.[NH2:8][C@@H:9]1[CH2:15][CH2:14][C@@H:13]([C:16]2[CH:21]=[CH:20][CH:19]=[C:18]([F:22])[C:17]=2[F:23])[CH2:12][N:11]([CH2:24][C:25]2[S:26][CH:27]=[CH:28][N:29]=2)[C:10]1=[O:30].Cl[C:32](OC1C=CC([N+]([O-])=O)=CC=1)=[O:33].Cl.Cl.[O:46]=[C:47]1[NH:55][C:50]2=[N:51][CH:52]=[CH:53][CH:54]=[C:49]2[N:48]1[CH:56]1[CH2:61][CH2:60][NH:59][CH2:58][CH2:57]1. The catalyst class is: 217. Product: [F:23][C:17]1[C:18]([F:22])=[CH:19][CH:20]=[CH:21][C:16]=1[C@H:13]1[CH2:12][N:11]([CH2:24][C:25]2[S:26][CH:27]=[CH:28][N:29]=2)[C:10](=[O:30])[C@H:9]([NH:8][C:32]([N:59]2[CH2:60][CH2:61][CH:56]([N:48]3[C:49]4[C:50](=[N:51][CH:52]=[CH:53][CH:54]=4)[NH:55][C:47]3=[O:46])[CH2:57][CH2:58]2)=[O:33])[CH2:15][CH2:14]1.